From a dataset of Forward reaction prediction with 1.9M reactions from USPTO patents (1976-2016). Predict the product of the given reaction. (1) Given the reactants [NH2:1][C:2]1[CH:3]=[C:4]([CH:8]=[C:9]([N:11]2[CH2:16][CH2:15][O:14][CH2:13][CH2:12]2)[CH:10]=1)[C:5]([OH:7])=[O:6].[CH3:17][O:18][C:19]1[N:24]=[C:23]([O:25][CH3:26])[C:22]([C:27]2[CH:36]=[C:35]3[C:30]([C:31](Cl)=[C:32]([C:37]([NH2:39])=[O:38])[CH:33]=[N:34]3)=[CH:29][CH:28]=2)=[CH:21][N:20]=1, predict the reaction product. The product is: [NH2:39][C:37]([C:32]1[CH:33]=[N:34][C:35]2[C:30]([C:31]=1[NH:1][C:2]1[CH:3]=[C:4]([CH:8]=[C:9]([N:11]3[CH2:16][CH2:15][O:14][CH2:13][CH2:12]3)[CH:10]=1)[C:5]([OH:7])=[O:6])=[CH:29][CH:28]=[C:27]([C:22]1[C:23]([O:25][CH3:26])=[N:24][C:19]([O:18][CH3:17])=[N:20][CH:21]=1)[CH:36]=2)=[O:38]. (2) Given the reactants [Br:1][C:2]1[CH:10]=[C:6]([C:7]([OH:9])=[O:8])[C:5]([OH:11])=[CH:4][CH:3]=1.Cl.CN(C)[CH2:15][CH2:16]CN=C=N.O.ON1C2C=CC=CC=2N=N1.C(O)C, predict the reaction product. The product is: [Br:1][C:2]1[CH:10]=[C:6]([C:7]([O:9][CH2:15][CH3:16])=[O:8])[C:5]([OH:11])=[CH:4][CH:3]=1. (3) Given the reactants C(N(C(C)C)C(C)C)C.[Cl:10][C:11]1[N:16]=[CH:15][C:14]([CH2:17][NH:18][C:19]([C:21]2([C:27]#[N:28])[CH2:26][CH2:25][NH:24][CH2:23][CH2:22]2)=[O:20])=[CH:13][CH:12]=1.[CH:29]1[C:33]2[C:34](Cl)=[N:35][CH:36]=[N:37][C:32]=2[NH:31][CH:30]=1, predict the reaction product. The product is: [Cl:10][C:11]1[N:16]=[CH:15][C:14]([CH2:17][NH:18][C:19]([C:21]2([C:27]#[N:28])[CH2:22][CH2:23][N:24]([C:34]3[C:33]4[CH:29]=[CH:30][NH:31][C:32]=4[N:37]=[CH:36][N:35]=3)[CH2:25][CH2:26]2)=[O:20])=[CH:13][CH:12]=1. (4) Given the reactants Br[C:2]1[CH:32]=[CH:31][C:5]2[N:6]=[C:7]([NH:9][C:10]3[CH:15]=[C:14]([CH2:16][N:17]4[CH2:22][CH2:21][CH2:20][CH2:19][CH2:18]4)[N:13]=[C:12]([NH:23][C@H:24]4[CH2:29][CH2:28][C@H:27]([OH:30])[CH2:26][CH2:25]4)[N:11]=3)[S:8][C:4]=2[CH:3]=1.[NH:33]1[CH2:37][CH2:36][CH2:35][C:34]1=[O:38].C(=O)([O-])[O-].[Cs+].[Cs+].CNCCNC, predict the reaction product. The product is: [OH:30][C@H:27]1[CH2:28][CH2:29][C@H:24]([NH:23][C:12]2[N:11]=[C:10]([NH:9][C:7]3[S:8][C:4]4[CH:3]=[C:2]([N:33]5[CH2:37][CH2:36][CH2:35][C:34]5=[O:38])[CH:32]=[CH:31][C:5]=4[N:6]=3)[CH:15]=[C:14]([CH2:16][N:17]3[CH2:22][CH2:21][CH2:20][CH2:19][CH2:18]3)[N:13]=2)[CH2:25][CH2:26]1. (5) Given the reactants Br[C:2]1[CH:3]=[N:4][C:5]([C:8]([F:11])([F:10])[F:9])=[N:6][CH:7]=1.CCCCCC.C([Li])CCC.[CH:23](=[N:26][S@:27]([C:29]([CH3:32])([CH3:31])[CH3:30])=[O:28])[CH2:24][CH3:25].[Cl-].[NH4+], predict the reaction product. The product is: [F:9][C:8]([F:11])([F:10])[C:5]1[N:4]=[CH:3][C:2]([C@H:23]([NH:26][S@:27]([C:29]([CH3:32])([CH3:31])[CH3:30])=[O:28])[CH2:24][CH3:25])=[CH:7][N:6]=1. (6) Given the reactants [CH:1]([CH:3]=O)=[O:2].[CH2:5]([NH:7][CH2:8][C@@H:9]([OH:11])[CH3:10])[CH3:6], predict the reaction product. The product is: [CH2:5]([N:7]1[CH2:8][C@H:9]([CH3:10])[O:11][C:1](=[O:2])[CH2:3]1)[CH3:6].